Dataset: Catalyst prediction with 721,799 reactions and 888 catalyst types from USPTO. Task: Predict which catalyst facilitates the given reaction. Reactant: Br[C:2]1[CH:7]=[CH:6][C:5]([CH:8]([NH:13][C@H:14]([C:19]([NH:21][CH2:22][C:23]#[N:24])=[O:20])[CH2:15][CH:16]([CH3:18])[CH3:17])[C:9]([F:12])([F:11])[F:10])=[CH:4][CH:3]=1.[C:25]([O:29][C:30]([N:32]1[CH2:37][CH2:36][N:35](C2C=CC(B(O)O)=CC=2)[CH2:34][CH2:33]1)=[O:31])([CH3:28])([CH3:27])[CH3:26].C(=O)([O-])[O-].[Na+].[Na+].O. Product: [C:23]([CH2:22][NH:21][C:19]([C@@H:14]([NH:13][CH:8]([C:5]1[CH:6]=[CH:7][C:2]([C:2]2[CH:7]=[CH:6][C:5]([CH:37]3[CH2:36][NH:35][CH2:34][CH2:33][N:32]3[C:30]([O:29][C:25]([CH3:26])([CH3:27])[CH3:28])=[O:31])=[CH:4][CH:3]=2)=[CH:3][CH:4]=1)[C:9]([F:12])([F:11])[F:10])[CH2:15][CH:16]([CH3:18])[CH3:17])=[O:20])#[N:24]. The catalyst class is: 438.